Predict the reaction yield, written as a fraction of the theoretical maximum amount of product (1.0 means a 100% yield; for example, 0.34 means a 34% yield). From a dataset of Reaction yield outcomes from USPTO patents with 853,638 reactions. The reactants are [F:1][C:2]([F:32])([F:31])[C:3]1[CH:4]=[C:5]([CH:28]=[CH:29][CH:30]=1)[C:6]([NH:8][C:9]1[CH:10]=[C:11]([CH:25]=[CH:26][CH:27]=1)[O:12][C:13]1[CH:14]=[CH:15][C:16]2[N:17]([CH:19]=[C:20](C(O)=O)[N:21]=2)[N:18]=1)=[O:7].C1(P(N=[N+]=[N-])(C2C=CC=CC=2)=[O:40])C=CC=CC=1.C([N:52]([CH2:55]C)CC)C.[C:57]([OH:61])([CH3:60])([CH3:59])[CH3:58]. The catalyst is C(OCC)(=O)C. The product is [F:1][C:2]([F:32])([F:31])[C:3]1[CH:4]=[C:5]([CH:28]=[CH:29][CH:30]=1)[C:6]([NH:8][C:9]1[CH:10]=[C:11]([CH:25]=[CH:26][CH:27]=1)[O:12][C:13]1[CH:14]=[CH:15][C:16]2[N:17]([CH:19]=[C:20]([NH:52][C:55](=[O:40])[O:61][C:57]([CH3:60])([CH3:59])[CH3:58])[N:21]=2)[N:18]=1)=[O:7]. The yield is 0.390.